From a dataset of Forward reaction prediction with 1.9M reactions from USPTO patents (1976-2016). Predict the product of the given reaction. Given the reactants C[Si]([N-][Si](C)(C)C)(C)C.[Na+].[O:11]=[C:12]1[N:17]([C:18]2[CH:23]=[CH:22][CH:21]=[CH:20][CH:19]=2)[C:16]2[S:24][C:25]([NH:33][C:34](=[O:40])[O:35][C:36]([CH3:39])([CH3:38])[CH3:37])=[C:26]([C:27]3[CH:32]=[CH:31][CH:30]=[CH:29][CH:28]=3)[C:15]=2[CH:14]=[CH:13]1.[CH3:41][S:42](Cl)(=[O:44])=[O:43].C([O-])(O)=O.[Na+], predict the reaction product. The product is: [CH3:41][S:42]([N:33]([C:25]1[S:24][C:16]2[N:17]([C:18]3[CH:19]=[CH:20][CH:21]=[CH:22][CH:23]=3)[C:12](=[O:11])[CH:13]=[CH:14][C:15]=2[C:26]=1[C:27]1[CH:28]=[CH:29][CH:30]=[CH:31][CH:32]=1)[C:34](=[O:40])[O:35][C:36]([CH3:37])([CH3:39])[CH3:38])(=[O:44])=[O:43].